Dataset: Forward reaction prediction with 1.9M reactions from USPTO patents (1976-2016). Task: Predict the product of the given reaction. (1) Given the reactants [NH2:1][C:2]1[CH:3]=[C:4]([C:8]#[C:9][C:10]2[CH:11]=[N:12][CH:13]=[C:14]([CH:19]=2)[C:15]([O:17][CH3:18])=[O:16])[CH:5]=[CH:6][CH:7]=1.[Cl:20][C:21]1[CH:29]=[CH:28][C:24]([C:25](O)=[O:26])=[CH:23][C:22]=1[C:30]([F:33])([F:32])[F:31], predict the reaction product. The product is: [Cl:20][C:21]1[CH:29]=[CH:28][C:24]([C:25]([NH:1][C:2]2[CH:3]=[C:4]([C:8]#[C:9][C:10]3[CH:11]=[N:12][CH:13]=[C:14]([CH:19]=3)[C:15]([O:17][CH3:18])=[O:16])[CH:5]=[CH:6][CH:7]=2)=[O:26])=[CH:23][C:22]=1[C:30]([F:31])([F:32])[F:33]. (2) Given the reactants [CH:1]([N:4]1[C:9](=[O:10])[CH:8]=[CH:7][C:6]([CH:11]([NH:20][C:21](=[O:31])[CH2:22][NH:23]C(=O)OC(C)(C)C)[C:12](=O)[C:13]2[CH:18]=[CH:17][CH:16]=[CH:15][CH:14]=2)=[N:5]1)([CH3:3])[CH3:2], predict the reaction product. The product is: [OH:31][C:21]1[N:20]=[C:11]([C:6]2[CH:7]=[CH:8][C:9](=[O:10])[N:4]([CH:1]([CH3:3])[CH3:2])[N:5]=2)[C:12]([C:13]2[CH:18]=[CH:17][CH:16]=[CH:15][CH:14]=2)=[N:23][CH:22]=1. (3) The product is: [C:19]([CH2:18][CH2:51][C:50]1[CH:49]=[CH:61][CH:60]=[CH:59][C:58]=1[O:33][CH2:32][CH2:31][O:30][CH:18]1[CH:17]([C:14]2[CH:13]=[CH:12][C:11]([O:10][CH2:9][CH2:8][CH2:7][O:6][CH2:5][C:12]3[CH:13]=[CH:14][CH:15]=[CH:16][C:11]=3[O:10][CH3:9])=[CH:16][CH:15]=2)[CH2:22][CH2:21][N:20]([C:23]([O:25][C:26]([CH3:27])([CH3:28])[CH3:29])=[O:24])[CH2:19]1)#[N:20]. Given the reactants COC1C=CC=CC=1[CH2:5][O:6][CH2:7][CH2:8][CH2:9][O:10][C:11]1[CH:16]=[CH:15][C:14]([CH:17]2[CH2:22][CH2:21][N:20]([C:23]([O:25][C:26]([CH3:29])([CH3:28])[CH3:27])=[O:24])[CH2:19][CH:18]2[O:30][CH2:31][CH2:32][O:33]S(C2C=CC(C)=CC=2)(=O)=O)=[CH:13][CH:12]=1.O[C:49]1[CH:61]=[CH:60][CH:59]=[CH:58][C:50]=1[C:51](NCCOC)=O, predict the reaction product. (4) Given the reactants C1N([CH2:7][CH2:8][OH:9])CCN(CCS(O)(=O)=O)C1.[OH-:16].[Na+].C(N(CC(O)=O)CC(O)=O)C[O:20][CH2:21][CH2:22][O:23]CCN(CC(O)=O)CC(O)=O.[Cl-].[Cl-].[Ca+2].[Mg+2].[Cl-].[Cl-].[Cl-].[K+].CCC(C[O:58][C:59]([C:72](N(CC[NH+](C)C)C)=[O:73])(C1C=CC=CC=1)C1C=CC=CC=1)CC.[Cl-], predict the reaction product. The product is: [O:73]=[CH:72][C@@H:59]([C@H:22]([C@@H:21]([C@@H:7]([CH2:8][OH:9])[OH:16])[OH:20])[OH:23])[OH:58]. (5) Given the reactants [Cl:1][C:2]1[C:3]([F:26])=[C:4]([C:22]([F:25])=[CH:23][CH:24]=1)[CH2:5][N:6]1[C:18]2[CH:17]=[N:16][C:15]([C:19]([OH:21])=O)=[CH:14][C:13]=2[C:12]2[C:7]1=[CH:8][CH:9]=[CH:10][CH:11]=2.[CH2:27]([O:34][NH2:35])[C:28]1[CH:33]=[CH:32][CH:31]=[CH:30][CH:29]=1, predict the reaction product. The product is: [CH2:27]([O:34][NH:35][C:19]([C:15]1[N:16]=[CH:17][C:18]2[N:6]([CH2:5][C:4]3[C:22]([F:25])=[CH:23][CH:24]=[C:2]([Cl:1])[C:3]=3[F:26])[C:7]3[C:12]([C:13]=2[CH:14]=1)=[CH:11][CH:10]=[CH:9][CH:8]=3)=[O:21])[C:28]1[CH:33]=[CH:32][CH:31]=[CH:30][CH:29]=1. (6) Given the reactants C(O[C@@H]1[C@@H](OC(=O)C)[C@H](OC(=O)C)[C@@H](COC(=O)C)O[C@H]1OC=CCC)(=O)C.C(S)C1C=CC=CC=1.C([O:40][C@@H:41]1[C@@H:59]([O:60]C(=O)C)[C@H:58]([O:64]C(=O)C)[C@@H:57]([CH2:68][O:69]C(=O)C)[O:56][C@H:42]1[O:43][CH2:44][CH2:45][CH2:46][CH2:47][S:48][CH2:49][C:50]1[CH:55]=[CH:54][CH:53]=[CH:52][CH:51]=1)(=O)C.C[O-].[Na+], predict the reaction product. The product is: [O:43]([CH2:44][CH2:45][CH2:46][CH2:47][S:48][CH2:49][C:50]1[CH:51]=[CH:52][CH:53]=[CH:54][CH:55]=1)[C@@H:42]1[O:56][C@H:57]([CH2:68][OH:69])[C@@H:58]([OH:64])[C@H:59]([OH:60])[C@H:41]1[OH:40]. (7) Given the reactants [C:1]([C:3]1[N:7]2[N:8]=[C:9]([C:12]3[CH:17]=[CH:16][C:15]([C:18]([N:20]4[CH2:25][CH2:24][O:23][CH2:22][CH2:21]4)=[O:19])=[CH:14][CH:13]=3)[CH:10]=[CH:11][C:6]2=[N:5][CH:4]=1)#[CH:2].Br[C:27]1[CH:28]=[CH:29][C:30]([O:33][CH3:34])=[N:31][CH:32]=1, predict the reaction product. The product is: [CH3:34][O:33][C:30]1[N:31]=[CH:32][C:27]([C:2]#[C:1][C:3]2[N:7]3[N:8]=[C:9]([C:12]4[CH:13]=[CH:14][C:15]([C:18]([N:20]5[CH2:21][CH2:22][O:23][CH2:24][CH2:25]5)=[O:19])=[CH:16][CH:17]=4)[CH:10]=[CH:11][C:6]3=[N:5][CH:4]=2)=[CH:28][CH:29]=1.